Dataset: Experimentally validated miRNA-target interactions with 360,000+ pairs, plus equal number of negative samples. Task: Binary Classification. Given a miRNA mature sequence and a target amino acid sequence, predict their likelihood of interaction. (1) The miRNA is hsa-miR-4756-5p with sequence CAGGGAGGCGCUCACUCUCUGCU. The protein sequence of the target gene is MASSVDEEALHQLYLWVDNIPLSRPKRNLSRDFSDGVLVAEVIKFYFPKMVEMHNYVPANSLQQKLSNWGHLNRKVLKRLNFSVPDDVMRKIAQCAPGVVELVLIPLRQRLEERQRRRKQGAGSLQELAPQDGSGYMDVGVSQKARGEGVPDPQGGGQLSWDRPPAPRPPAYNRALQGDPSFVLQIAEKEQELLASQETVQVLQMKVRRLEHLLQLKNVRIEDLSRRLQQAERKQR. Result: 1 (interaction). (2) The miRNA is hsa-miR-548aj-5p with sequence UGCAAAAGUAAUUGCAGUUUUUG. The protein sequence of the target gene is MAAQVTLEDALSNVDLLEELPLPDQQPCIEPPPSSLLYQPNFNTNFEDRNAFVTGIARYIEQATVHSSMNEMLEEGQEYAVMLYTWRSCSRAIPQVKCNEQPNRVEIYEKTVEVLEPEVTKLMNFMYFQRNAIERFCGEVRRLCHAERRKDFVSEAYLITLGKFINMFAVLDELKNMKCSVKNDHSAYKRAAQFLRKMADPQSIQESQNLSMFLANHNKITQSLQQQLEVISGYEELLADIVNLCVDYYENRMYLTPSEKHMLLKVMGFGLYLMDGSVSNIYKLDAKKRINLSKIDKYFK.... Result: 0 (no interaction). (3) The miRNA is hsa-miR-5196-5p with sequence AGGGAAGGGGACGAGGGUUGGG. The protein sequence of the target gene is MAGKLKPLNVEAPEATEEAEGQAKSLKTEDLLAMVIKLQKEGSLEPQIEDLISRINDLQQAKKKSSEELRETHSLWEALHRELDSLNGEKVHLEEVLGKKQEALRILQMHCQEKESEAQRLDVRGQLEDLMGQHKDLWEFHMLEQRLAREIRALERSKEQLLSERRLVRAKLREVERRLHSPPEVEGAMAVNDGLKAELEIFGEQVRSAPEVGAGEGEAGPELPRARDEEDPEPPVAAPDAL. Result: 1 (interaction).